Predict the reactants needed to synthesize the given product. From a dataset of Full USPTO retrosynthesis dataset with 1.9M reactions from patents (1976-2016). (1) The reactants are: [Zn:1](OC(C)=O)[O:2][C:3]([CH3:5])=[O:4].O.O. Given the product [C:3]([O-:4])(=[O:2])[CH3:5].[Zn+2:1].[C:3]([O-:4])(=[O:2])[CH3:5], predict the reactants needed to synthesize it. (2) Given the product [C:6]([C:7]1[C:8]([CH2:13][C:14]([O:16][CH2:17][CH3:18])=[O:15])=[N:9][CH:10]=[CH:11][N:12]=1)#[CH:5], predict the reactants needed to synthesize it. The reactants are: C[Si]([C:5]#[C:6][C:7]1[C:8]([CH2:13][C:14]([O:16][CH2:17][CH3:18])=[O:15])=[N:9][CH:10]=[CH:11][N:12]=1)(C)C.CCCC[N+](CCCC)(CCCC)CCCC.[F-].O. (3) Given the product [Cl:5][C:6]1[CH:14]=[CH:13][C:9]([C:10]([O:12][CH3:20])=[O:11])=[C:8]([NH:15][S:16]([CH3:19])(=[O:17])=[O:18])[CH:7]=1, predict the reactants needed to synthesize it. The reactants are: S(Cl)(Cl)=O.[Cl:5][C:6]1[CH:14]=[CH:13][C:9]([C:10]([OH:12])=[O:11])=[C:8]([NH:15][S:16]([CH3:19])(=[O:18])=[O:17])[CH:7]=1.[CH3:20]O. (4) Given the product [CH2:36]([C:33]1[CH:34]=[CH:35][C:30]([C:10]2[CH:9]=[CH:8][S:12][C:11]=2[CH2:13][O:14][C:15]2[C:20]([F:21])=[CH:19][C:18]([CH2:22][CH2:23][CH2:24][OH:25])=[CH:17][C:16]=2[F:29])=[CH:31][CH:32]=1)[CH3:37], predict the reactants needed to synthesize it. The reactants are: [H-].[H-].[H-].[H-].[Li+].[Al+3].Cl[C:8]1[S:12][C:11]([CH2:13][O:14][C:15]2[C:20]([F:21])=[CH:19][C:18]([CH2:22][CH2:23][C:24](OCC)=[O:25])=[CH:17][C:16]=2[F:29])=[C:10]([C:30]2[CH:35]=[CH:34][C:33]([CH2:36][CH3:37])=[CH:32][CH:31]=2)[CH:9]=1. (5) Given the product [Br:5][CH2:2][C@@H:12]1[CH2:13][CH2:8][CH2:9][N:10]([C:14]([O:16][C:17]([CH3:20])([CH3:19])[CH3:18])=[O:15])[CH2:11]1, predict the reactants needed to synthesize it. The reactants are: Br[C:2]([Br:5])(Br)Br.OC[C@@H:8]1[CH2:13][CH2:12][CH2:11][N:10]([C:14]([O:16][C:17]([CH3:20])([CH3:19])[CH3:18])=[O:15])[CH2:9]1.C1(P(C2C=CC=CC=2)C2C=CC=CC=2)C=CC=CC=1. (6) Given the product [Cl:1][C:2]1[C:3]([C:16]2[CH:21]=[CH:20][N:19]=[C:18]3[NH:22][C:23]([CH:25]4[CH2:29][CH2:28][N:27]([C:30]([O:32][C:33]([CH3:36])([CH3:35])[CH3:34])=[O:31])[CH2:26]4)=[CH:24][C:17]=23)=[N:4][C:5]([NH:8][CH2:9][CH:10]2[CH2:11][CH2:12][O:13][CH2:14][CH2:15]2)=[CH:6][CH:7]=1, predict the reactants needed to synthesize it. The reactants are: [Cl:1][C:2]1[C:3]([C:16]2[CH:21]=[CH:20][N:19]=[C:18]3[N:22](S(C4C=CC(C)=CC=4)(=O)=O)[C:23]([CH:25]4[CH2:29][CH2:28][N:27]([C:30]([O:32][C:33]([CH3:36])([CH3:35])[CH3:34])=[O:31])[CH2:26]4)=[CH:24][C:17]=23)=[N:4][C:5]([NH:8][CH2:9][CH:10]2[CH2:15][CH2:14][O:13][CH2:12][CH2:11]2)=[CH:6][CH:7]=1.